This data is from Forward reaction prediction with 1.9M reactions from USPTO patents (1976-2016). The task is: Predict the product of the given reaction. Given the reactants [Cl:1][C:2]1[CH:3]=[N:4][CH:5]=[CH:6][C:7]=1[C:8]1[N:13]=[C:12]([N:14]2[CH2:19][CH2:18][CH:17]([N:20]3C(=O)C4C(=CC=CC=4)C3=O)[CH2:16][CH2:15]2)[CH:11]=[N:10][C:9]=1[C:31]1[CH:36]=[CH:35][C:34]([C:37]([F:40])([F:39])[F:38])=[CH:33][N:32]=1.NN, predict the reaction product. The product is: [Cl:1][C:2]1[CH:3]=[N:4][CH:5]=[CH:6][C:7]=1[C:8]1[N:13]=[C:12]([N:14]2[CH2:15][CH2:16][CH:17]([NH2:20])[CH2:18][CH2:19]2)[CH:11]=[N:10][C:9]=1[C:31]1[CH:36]=[CH:35][C:34]([C:37]([F:38])([F:39])[F:40])=[CH:33][N:32]=1.